Task: Predict the product of the given reaction.. Dataset: Forward reaction prediction with 1.9M reactions from USPTO patents (1976-2016) (1) Given the reactants [NH2:1][C:2]1[N:6]([CH:7]2[CH2:12][CH2:11][CH2:10][NH:9][CH2:8]2)[N:5]=[C:4]([C:13]2[CH:18]=[CH:17][C:16]([O:19][C:20]3[CH:25]=[CH:24][CH:23]=[CH:22][CH:21]=3)=[CH:15][CH:14]=2)[C:3]=1C(N)=O.C(=O)([O-])[O-].[K+].[K+].[N:35]#[C:36]Br.C[N:39](C)[CH:40]=[O:41], predict the reaction product. The product is: [NH2:1][C:2]1[N:6]([CH:7]2[CH2:12][CH2:11][CH2:10][N:9]([C:36]#[N:35])[CH2:8]2)[NH:5][C:4]([C:13]2[CH:14]=[CH:15][C:16]([O:19][C:20]3[CH:21]=[CH:22][CH:23]=[CH:24][CH:25]=3)=[CH:17][CH:18]=2)([C:40]([NH2:39])=[O:41])[CH:3]=1. (2) Given the reactants [CH3:1][C:2]1[CH:3]=[C:4]([C:13]([O:15]C)=O)[C:5](=[CH:10][C:11]=1[F:12])[C:6]([O:8]C)=O.[H-].[Na+].[CH3:19]CCCCC.CCCCCC.C(OCC)(=O)C, predict the reaction product. The product is: [CH3:1][C:2]1[CH:3]=[C:4]2[C:5](=[CH:10][C:11]=1[F:12])[C:6](=[O:8])[CH2:19][C:13]2=[O:15]. (3) Given the reactants COC1C=CC(C[N:8](CC2C=CC(OC)=CC=2)[C:9]2[N:14]=[C:13]([CH3:15])[N:12]=[C:11]([C:16]3[C:17]([NH:24][C:25]4[CH:26]=[N:27][C:28]([O:32][CH3:33])=[C:29]([F:31])[CH:30]=4)=[N:18][CH:19]=[C:20]([CH:23]=3)[CH:21]=[O:22])[N:10]=2)=CC=1.C(O)(C(F)(F)F)=O.S(O)(C(F)(F)F)(=O)=O, predict the reaction product. The product is: [NH2:8][C:9]1[N:14]=[C:13]([CH3:15])[N:12]=[C:11]([C:16]2[C:17]([NH:24][C:25]3[CH:26]=[N:27][C:28]([O:32][CH3:33])=[C:29]([F:31])[CH:30]=3)=[N:18][CH:19]=[C:20]([CH:23]=2)[CH:21]=[O:22])[N:10]=1. (4) Given the reactants [C:1]([C:3]1[CH:8]=[CH:7][CH:6]=[CH:5][C:4]=1[C:9]1[CH:14]=[CH:13][C:12]([CH2:15][CH:16]([C:21](=O)[CH2:22][CH2:23][CH2:24][CH3:25])[C:17](OC)=[O:18])=[CH:11][CH:10]=1)#[N:2].[CH3:27][C:28]1([CH3:40])[CH2:33][CH:32]([NH:34][C:35]2[NH:39][CH:38]=[N:37][N:36]=2)[CH2:31][CH2:30][O:29]1, predict the reaction product. The product is: [CH2:22]([C:21]1[N:36]2[N:37]=[CH:38][N:39]=[C:35]2[N:34]([CH:32]2[CH2:31][CH2:30][O:29][C:28]([CH3:40])([CH3:27])[CH2:33]2)[C:17](=[O:18])[C:16]=1[CH2:15][C:12]1[CH:11]=[CH:10][C:9]([C:4]2[C:3]([C:1]#[N:2])=[CH:8][CH:7]=[CH:6][CH:5]=2)=[CH:14][CH:13]=1)[CH2:23][CH2:24][CH3:25].